From a dataset of Reaction yield outcomes from USPTO patents with 853,638 reactions. Predict the reaction yield, written as a fraction of the theoretical maximum amount of product (1.0 means a 100% yield; for example, 0.34 means a 34% yield). (1) The reactants are [CH3:1][O:2][C:3]1[N:8]=[C:7]([CH2:9][C:10]([O:12]C(C)(C)C)=[O:11])[C:6]([N+:17]([O-:19])=[O:18])=[CH:5][C:4]=1[CH3:20]. The catalyst is C(O)(C(F)(F)F)=O.CCCCCC. The product is [CH3:1][O:2][C:3]1[N:8]=[C:7]([CH2:9][C:10]([OH:12])=[O:11])[C:6]([N+:17]([O-:19])=[O:18])=[CH:5][C:4]=1[CH3:20]. The yield is 0.940. (2) The reactants are Br[C:2]1[C:11]2[C:6](=[CH:7][CH:8]=[CH:9][C:10]=2[N+:12]([O-:14])=[O:13])[CH:5]=[N:4][CH:3]=1.[CH3:15][O:16][C:17]1[C:18]([O:34][CH2:35][O:36][CH3:37])=[C:19](B2OC(C)(C)C(C)(C)O2)[CH:20]=[CH:21][C:22]=1[O:23][CH3:24].[OH-].[K+]. The catalyst is C(COC)OC.[Br-].C([N+](CCCC)(CCCC)CCCC)CCC.O. The product is [CH3:15][O:16][C:17]1[C:18]([O:34][CH2:35][O:36][CH3:37])=[C:19]([C:2]2[C:11]3[C:6](=[CH:7][CH:8]=[CH:9][C:10]=3[N+:12]([O-:14])=[O:13])[CH:5]=[N:4][CH:3]=2)[CH:20]=[CH:21][C:22]=1[O:23][CH3:24]. The yield is 0.801. (3) The reactants are C[O:2][C:3](=[O:25])[C:4]1[CH:9]=[CH:8][C:7]([O:10][CH2:11][C:12]2[C:13]([C:18]3[CH:23]=[CH:22][CH:21]=[C:20]([F:24])[CH:19]=3)=[N:14][O:15][C:16]=2[CH3:17])=[N:6][CH:5]=1.C(OC(=O)CN1CCCC(NC(C2C=NC(OCC3C(C4C=CC=CC=4)=NOC=3C)=CC=2)=O)C1)C. No catalyst specified. The product is [F:24][C:20]1[CH:19]=[C:18]([C:13]2[C:12]([CH2:11][O:10][C:7]3[CH:8]=[CH:9][C:4]([C:3]([OH:25])=[O:2])=[CH:5][N:6]=3)=[C:16]([CH3:17])[O:15][N:14]=2)[CH:23]=[CH:22][CH:21]=1. The yield is 0.950. (4) The reactants are [CH2:1]([C:3]1[O:4][C:5]2[CH:21]=[CH:20][C:19]([F:22])=[CH:18][C:6]=2[C:7]=1[C:8]([C:10]1[CH:15]=[CH:14][C:13]([O:16]C)=[CH:12][CH:11]=1)=[O:9])[CH3:2]. The catalyst is CN(C=O)C. The product is [CH2:1]([C:3]1[O:4][C:5]2[CH:21]=[CH:20][C:19]([F:22])=[CH:18][C:6]=2[C:7]=1[C:8]([C:10]1[CH:11]=[CH:12][C:13]([OH:16])=[CH:14][CH:15]=1)=[O:9])[CH3:2]. The yield is 0.580. (5) The reactants are [NH2:1][C:2]1[CH:31]=[CH:30][C:5]([C:6]([N:8]([C:10]2[CH:15]=[C:14]([C:16]3[C:17]([O:22][CH3:23])=[N:18][CH:19]=[CH:20][CH:21]=3)[CH:13]=[C:12]([C:24]([CH3:27])([CH3:26])[CH3:25])[C:11]=2[O:28][CH3:29])[CH3:9])=[O:7])=[CH:4][CH:3]=1.[CH3:32][S:33](Cl)(=[O:35])=[O:34]. The catalyst is N1C=CC=CC=1.CCOC(C)=O. The product is [C:24]([C:12]1[C:11]([O:28][CH3:29])=[C:10]([N:8]([CH3:9])[C:6](=[O:7])[C:5]2[CH:30]=[CH:31][C:2]([NH:1][S:33]([CH3:32])(=[O:35])=[O:34])=[CH:3][CH:4]=2)[CH:15]=[C:14]([C:16]2[C:17]([O:22][CH3:23])=[N:18][CH:19]=[CH:20][CH:21]=2)[CH:13]=1)([CH3:25])([CH3:26])[CH3:27]. The yield is 0.970. (6) The reactants are [Br:1][C:2]1[CH:18]=[CH:17][C:5]([C:6]([NH:8][CH2:9][CH:10](OCC)[O:11]CC)=[O:7])=[C:4]([Cl:19])[CH:3]=1.Cl.O. The catalyst is C1COCC1. The product is [Br:1][C:2]1[CH:18]=[CH:17][C:5]([C:6]([NH:8][CH2:9][CH:10]=[O:11])=[O:7])=[C:4]([Cl:19])[CH:3]=1. The yield is 0.600.